From a dataset of Peptide-MHC class II binding affinity with 134,281 pairs from IEDB. Regression. Given a peptide amino acid sequence and an MHC pseudo amino acid sequence, predict their binding affinity value. This is MHC class II binding data. (1) The peptide sequence is EKKYFAATQFEPLAF. The MHC is HLA-DPA10103-DPB10601 with pseudo-sequence HLA-DPA10103-DPB10601. The binding affinity (normalized) is 1.00. (2) The MHC is DRB1_1501 with pseudo-sequence DRB1_1501. The binding affinity (normalized) is 0.823. The peptide sequence is KLIGGIGGFIKVRQYDQILI. (3) The peptide sequence is LAWLVQASANSAAMA. The MHC is DRB1_1602 with pseudo-sequence DRB1_1602. The binding affinity (normalized) is 0.473. (4) The peptide sequence is PEQIQLLKKAFDAFD. The MHC is DRB1_1501 with pseudo-sequence DRB1_1501. The binding affinity (normalized) is 0.532. (5) The peptide sequence is SRGVQGFIFFFLFNIKK. The MHC is HLA-DQA10201-DQB10303 with pseudo-sequence HLA-DQA10201-DQB10303. The binding affinity (normalized) is 0.297. (6) The peptide sequence is TKFKYLAGDYLSLAD. The MHC is HLA-DQA10301-DQB10302 with pseudo-sequence HLA-DQA10301-DQB10302. The binding affinity (normalized) is 0.403. (7) The peptide sequence is ISGLKPGVDYTITVY. The MHC is HLA-DQA10301-DQB10302 with pseudo-sequence HLA-DQA10301-DQB10302. The binding affinity (normalized) is 0.252. (8) The peptide sequence is KLVLNIKYTRPGDSL. The MHC is HLA-DPA10201-DPB10101 with pseudo-sequence HLA-DPA10201-DPB10101. The binding affinity (normalized) is 0.228. (9) The peptide sequence is YDKFLANVSTVLTGS. The MHC is DRB1_0405 with pseudo-sequence DRB1_0405. The binding affinity (normalized) is 0.651. (10) The peptide sequence is WENVPFCSHHFHELQ. The MHC is HLA-DQA10601-DQB10402 with pseudo-sequence HLA-DQA10601-DQB10402. The binding affinity (normalized) is 0.596.